Dataset: Forward reaction prediction with 1.9M reactions from USPTO patents (1976-2016). Task: Predict the product of the given reaction. (1) Given the reactants [CH3:1][C:2]1[CH:3]=[C:4]([CH2:11][CH:12]([C:33]2[CH:40]=[CH:39][C:36]([CH:37]=O)=[CH:35][N:34]=2)[CH2:13][C:14](=[O:32])[N:15]2[CH2:20][CH2:19][CH:18]([N:21]3[CH2:30][C:29]4[C:24](=[CH:25][CH:26]=[CH:27][CH:28]=4)[NH:23][C:22]3=[O:31])[CH2:17][CH2:16]2)[CH:5]=[C:6]2[C:10]=1[NH:9][N:8]=[CH:7]2.[BH-](O[C:51]([CH3:53])=O)(OC(C)=O)OC(C)=O.[Na+], predict the reaction product. The product is: [CH3:1][C:2]1[CH:3]=[C:4]([CH2:11][CH:12]([C:33]2[CH:40]=[CH:39][C:36]([CH2:37][N:8]3[CH2:53][CH2:51][CH2:5][CH2:6][CH2:7]3)=[CH:35][N:34]=2)[CH2:13][C:14]([N:15]2[CH2:20][CH2:19][CH:18]([N:21]3[CH2:30][C:29]4[C:24](=[CH:25][CH:26]=[CH:27][CH:28]=4)[NH:23][C:22]3=[O:31])[CH2:17][CH2:16]2)=[O:32])[CH:5]=[C:6]2[C:10]=1[NH:9][N:8]=[CH:7]2. (2) Given the reactants C(OC([N:11]1[C:15]2[CH:16]=[N:17][CH:18]=[C:19]([O:20][CH:21]3[CH2:26][CH2:25][N:24]([CH2:27][CH3:28])[CH2:23][CH2:22]3)[C:14]=2[C:13]2[CH:29]=[C:30](Br)[CH:31]=[N:32][C:12]1=2)=O)C1C=CC=CC=1.C(N(CC)CC)C, predict the reaction product. The product is: [CH2:27]([N:24]1[CH2:25][CH2:26][CH:21]([O:20][C:19]2[C:14]3[C:13]4[CH:29]=[CH:30][CH:31]=[N:32][C:12]=4[NH:11][C:15]=3[CH:16]=[N:17][CH:18]=2)[CH2:22][CH2:23]1)[CH3:28].